From a dataset of Reaction yield outcomes from USPTO patents with 853,638 reactions. Predict the reaction yield, written as a fraction of the theoretical maximum amount of product (1.0 means a 100% yield; for example, 0.34 means a 34% yield). (1) The reactants are [C:1](=[O:21])(OC1C=CC([N+]([O-])=O)=CC=1)[O:2][CH2:3][C:4]1[CH:5]=[N:6][C:7]([CH3:10])=[CH:8][CH:9]=1.CCN(C(C)C)C(C)C.[NH:31]1[CH2:36][CH2:35][O:34][CH2:33][CH2:32]1. The catalyst is CN(C=O)C.CN(C1C=CN=CC=1)C.CCOC(C)=O. The product is [N:31]1([C:1]([O:2][CH2:3][C:4]2[CH:5]=[N:6][C:7]([CH3:10])=[CH:8][CH:9]=2)=[O:21])[CH2:36][CH2:35][O:34][CH2:33][CH2:32]1. The yield is 0.260. (2) The reactants are [Cl:1][C:2]1[C:7]([O:8][CH3:9])=[CH:6][C:5]([O:10][CH3:11])=[C:4]([Cl:12])[C:3]=1[C:13]1[C:32](=[O:33])[N:31]([CH2:34][CH2:35][C:36]2[CH:37]=[C:38]([NH:42]C(=O)OC(C)(C)C)[CH:39]=[CH:40][CH:41]=2)[C:16]2[N:17]=[C:18]([NH:21][CH2:22][CH2:23][CH2:24][CH2:25][N:26]([CH2:29][CH3:30])[CH2:27][CH3:28])[N:19]=[CH:20][C:15]=2[CH:14]=1.C(=O)([O-])[O-].[Na+].[Na+]. The catalyst is ClCCl.FC(F)(F)C(O)=O. The product is [NH2:42][C:38]1[CH:37]=[C:36]([CH2:35][CH2:34][N:31]2[C:16]3[N:17]=[C:18]([NH:21][CH2:22][CH2:23][CH2:24][CH2:25][N:26]([CH2:29][CH3:30])[CH2:27][CH3:28])[N:19]=[CH:20][C:15]=3[CH:14]=[C:13]([C:3]3[C:4]([Cl:12])=[C:5]([O:10][CH3:11])[CH:6]=[C:7]([O:8][CH3:9])[C:2]=3[Cl:1])[C:32]2=[O:33])[CH:41]=[CH:40][CH:39]=1. The yield is 0.970. (3) The reactants are Cl.[CH3:2][O:3][C:4](=[O:18])[C:5]1[C:6](=[C:11]([N+:15]([O-])=O)[CH:12]=[CH:13][CH:14]=1)[C:7]([O:9][CH3:10])=[O:8].[Sn](Cl)Cl. The catalyst is C(O)C. The product is [CH3:2][O:3][C:4](=[O:18])[C:5]1[C:6](=[C:11]([NH2:15])[CH:12]=[CH:13][CH:14]=1)[C:7]([O:9][CH3:10])=[O:8]. The yield is 0.860. (4) The reactants are C(OC([N:8]1[C@@H:13]([CH2:14][O:15][Si](C(C)(C)C)(C2C=CC=CC=2)C2C=CC=CC=2)[CH2:12][O:11][C@@H:10]([C:33]2[N:37]3[CH:38]=[CH:39][N:40]=[C:41]([NH:42]CC4C=CC(OC)=CC=4OC)[C:36]3=[C:35]([C:54]3[CH:59]=[CH:58][C:57]([C:60](=[O:72])[NH:61][C:62]4[CH:67]=[C:66]([C:68]([F:71])([F:70])[F:69])[CH:65]=[CH:64][N:63]=4)=[CH:56][CH:55]=3)[N:34]=2)[CH2:9]1)=O)(C)(C)C. The catalyst is C(O)(C(F)(F)F)=O.O. The product is [NH2:42][C:41]1[C:36]2[N:37]([C:33]([C@@H:10]3[O:11][CH2:12][C@H:13]([CH2:14][OH:15])[NH:8][CH2:9]3)=[N:34][C:35]=2[C:54]2[CH:59]=[CH:58][C:57]([C:60]([NH:61][C:62]3[CH:67]=[C:66]([C:68]([F:69])([F:71])[F:70])[CH:65]=[CH:64][N:63]=3)=[O:72])=[CH:56][CH:55]=2)[CH:38]=[CH:39][N:40]=1. The yield is 0.800. (5) The reactants are Cl[CH2:2][C:3]1[N:12]([C:13]2[CH:18]=[CH:17][CH:16]=[CH:15][C:14]=2[Cl:19])[C:11](=[O:20])[C:10]2[C:5](=[CH:6][CH:7]=[CH:8][C:9]=2[CH3:21])[N:4]=1.O.[SH:23][C:24]1[N:32]=[CH:31][N:30]=[C:29]2[C:25]=1[NH:26][CH:27]=[N:28]2.C([O-])([O-])=O.[K+].[K+]. The catalyst is CN(C=O)C. The product is [Cl:19][C:14]1[CH:15]=[CH:16][CH:17]=[CH:18][C:13]=1[N:12]1[C:11](=[O:20])[C:10]2[C:5](=[CH:6][CH:7]=[CH:8][C:9]=2[CH3:21])[N:4]=[C:3]1[CH2:2][S:23][C:24]1[N:32]=[CH:31][N:30]=[C:29]2[C:25]=1[N:26]=[CH:27][NH:28]2. The yield is 0.790. (6) The reactants are [O:1]=[C:2]1[C:10]2([CH2:14][O:13][C:12]3[CH:15]=[C:16]4[C:20](=[CH:21][C:11]2=3)[CH2:19][CH2:18][O:17]4)[C:9]2[C:4](=[CH:5][CH:6]=[CH:7][CH:8]=2)[N:3]1[CH2:22][C:23]1[CH:30]=[CH:29][C:26]([C:27]#[N:28])=[CH:25][CH:24]=1.[N-:31]=[N+:32]=[N-:33].[Na+].Cl.C(N(CC)CC)C. The catalyst is C1(C)C=CC=CC=1. The product is [NH:31]1[C:27]([C:26]2[CH:25]=[CH:24][C:23]([CH2:22][N:3]3[C:4]4[C:9](=[CH:8][CH:7]=[CH:6][CH:5]=4)[C:10]4([CH2:14][O:13][C:12]5[CH:15]=[C:16]6[C:20](=[CH:21][C:11]4=5)[CH2:19][CH2:18][O:17]6)[C:2]3=[O:1])=[CH:30][CH:29]=2)=[N:28][N:33]=[N:32]1. The yield is 0.580. (7) The reactants are Cl[C:2]1[C:11]2[C:6](=[CH:7][CH:8]=[C:9]([O:12][CH3:13])[CH:10]=2)[N:5]=[C:4]([C:14]2[CH:22]=[CH:21][C:17]([C:18]([OH:20])=[O:19])=[CH:16][CH:15]=2)[C:3]=1[F:23]. The catalyst is CO.[Pd]. The product is [F:23][C:3]1[C:4]([C:14]2[CH:22]=[CH:21][C:17]([C:18]([OH:20])=[O:19])=[CH:16][CH:15]=2)=[N:5][C:6]2[C:11]([CH:2]=1)=[CH:10][C:9]([O:12][CH3:13])=[CH:8][CH:7]=2. The yield is 0.660. (8) The reactants are C([O:4][C:5]1[CH:10]=[CH:9][C:8]([C:11]2[N:15]([CH:16]3[CH2:21][CH2:20][CH2:19][CH2:18][CH2:17]3)[C:14]3[S:22][C:23]([C:25]([O:27][CH3:28])=[O:26])=[CH:24][C:13]=3[N:12]=2)=[CH:7][CH:6]=1)(=O)C.C(=O)([O-])[O-].[K+].[K+]. The catalyst is CO. The product is [CH:16]1([N:15]2[C:14]3[S:22][C:23]([C:25]([O:27][CH3:28])=[O:26])=[CH:24][C:13]=3[N:12]=[C:11]2[C:8]2[CH:9]=[CH:10][C:5]([OH:4])=[CH:6][CH:7]=2)[CH2:17][CH2:18][CH2:19][CH2:20][CH2:21]1. The yield is 0.890. (9) The reactants are [CH:1]1([C:4]([NH:6][C:7]2[N:8]=[C:9]3[CH:14]=[CH:13][C:12]([O:15][C:16]4[CH:17]=[CH:18][C:19]([F:32])=[C:20]([NH:22][C:23]([C:25]5[N:29]([CH3:30])[N:28]=[C:27]([CH3:31])[CH:26]=5)=[O:24])[CH:21]=4)=[N:11][N:10]3[CH:33]=2)=[O:5])[CH2:3][CH2:2]1.[CH3:34][S:35]([OH:38])(=[O:37])=[O:36]. The catalyst is C(O)C. The product is [CH3:34][S:35]([OH:38])(=[O:37])=[O:36].[CH:1]1([C:4]([NH:6][C:7]2[N:8]=[C:9]3[CH:14]=[CH:13][C:12]([O:15][C:16]4[CH:17]=[CH:18][C:19]([F:32])=[C:20]([NH:22][C:23]([C:25]5[N:29]([CH3:30])[N:28]=[C:27]([CH3:31])[CH:26]=5)=[O:24])[CH:21]=4)=[N:11][N:10]3[CH:33]=2)=[O:5])[CH2:3][CH2:2]1. The yield is 0.260.